This data is from HIV replication inhibition screening data with 41,000+ compounds from the AIDS Antiviral Screen. The task is: Binary Classification. Given a drug SMILES string, predict its activity (active/inactive) in a high-throughput screening assay against a specified biological target. (1) The compound is COc1ncnc2c1ncn2C1OC(CO)(C(F)(F)F)C(O)C1O. The result is 0 (inactive). (2) The result is 0 (inactive). The drug is S=C(NN=Cc1ccccn1)Nc1ccc(Cl)cc1. (3) The drug is O=c1c2ccccc2c(-c2ccccc2)nn1-c1c(O)nnc(-c2ccccc2)c1-c1ccccc1. The result is 0 (inactive). (4) The compound is COC(CNC(=O)C(C)NC(=O)CCc1ccccc1)OC. The result is 0 (inactive). (5) The molecule is CN(C)CCNC(=O)c1cccc(C(C)(C)C)c1[N+](=O)[O-].Cl. The result is 0 (inactive). (6) The compound is CC1=CC(=O)C(C(O)(C(F)(F)F)C(F)(F)F)C(C)(C)C1. The result is 0 (inactive). (7) The drug is O=C(C=Cc1ccccc1)Oc1cccc(Br)c1. The result is 0 (inactive).